Dataset: Forward reaction prediction with 1.9M reactions from USPTO patents (1976-2016). Task: Predict the product of the given reaction. (1) The product is: [F:30][C:31]1[CH:38]=[C:37]([CH:39]([OH:40])[C:2]2[N:3]=[CH:4][N:5]([C:7]([C:8]3[CH:13]=[CH:12][CH:11]=[CH:10][CH:9]=3)([C:20]3[CH:21]=[CH:22][CH:23]=[CH:24][CH:25]=3)[C:14]3[CH:15]=[CH:16][CH:17]=[CH:18][CH:19]=3)[CH:6]=2)[CH:36]=[CH:35][C:32]=1[C:33]#[N:34]. Given the reactants I[C:2]1[N:3]=[CH:4][N:5]([C:7]([C:20]2[CH:25]=[CH:24][CH:23]=[CH:22][CH:21]=2)([C:14]2[CH:19]=[CH:18][CH:17]=[CH:16][CH:15]=2)[C:8]2[CH:13]=[CH:12][CH:11]=[CH:10][CH:9]=2)[CH:6]=1.C([Mg]Br)C.[F:30][C:31]1[CH:38]=[C:37]([CH:39]=[O:40])[CH:36]=[CH:35][C:32]=1[C:33]#[N:34], predict the reaction product. (2) Given the reactants [Cl:1][C:2]1[CH:7]=[CH:6][C:5]([S:8]([NH:11][CH:12]([CH2:15][CH3:16])[CH2:13][CH3:14])(=[O:10])=[O:9])=[CH:4][CH:3]=1.Br[CH2:18][C:19]1[CH:26]=[CH:25][C:22]([C:23]#[N:24])=[CH:21][CH:20]=1.C([O-])([O-])=O.[K+].[K+], predict the reaction product. The product is: [Cl:1][C:2]1[CH:3]=[CH:4][C:5]([S:8]([N:11]([CH2:18][C:19]2[CH:26]=[CH:25][C:22]([C:23]#[N:24])=[CH:21][CH:20]=2)[CH:12]([CH2:15][CH3:16])[CH2:13][CH3:14])(=[O:10])=[O:9])=[CH:6][CH:7]=1. (3) The product is: [CH3:32][N:1]1[CH2:6][CH2:5][CH2:4][CH:3]([CH2:7][O:8][N:9]=[C:10]2[CH2:11][CH2:12][N:13]([S:16]([C:19]3[CH:20]=[CH:21][C:22]([O:25][C:26]([F:28])([F:29])[F:27])=[CH:23][CH:24]=3)(=[O:17])=[O:18])[CH2:14][CH2:15]2)[CH2:2]1. Given the reactants [NH:1]1[CH2:6][CH2:5][CH2:4][CH:3]([CH2:7][O:8][N:9]=[C:10]2[CH2:15][CH2:14][N:13]([S:16]([C:19]3[CH:24]=[CH:23][C:22]([O:25][C:26]([F:29])([F:28])[F:27])=[CH:21][CH:20]=3)(=[O:18])=[O:17])[CH2:12][CH2:11]2)[CH2:2]1.C=O.[C:32](O[BH-](OC(=O)C)OC(=O)C)(=O)C.[Na+], predict the reaction product. (4) Given the reactants [CH2:1]([N:8]([CH2:12][Si](C)(C)C)[CH2:9]OC)[C:2]1[CH:7]=[CH:6][CH:5]=[CH:4][CH:3]=1.[Br:17][C:18]1[CH:23]=[CH:22][CH:21]=[C:20](/[CH:24]=[CH:25]/[N+:26]([O-:28])=[O:27])[CH:19]=1.C(O)(C(F)(F)F)=O, predict the reaction product. The product is: [CH2:1]([N:8]1[CH2:12][CH:25]([N+:26]([O-:28])=[O:27])[CH:24]([C:20]2[CH:21]=[CH:22][CH:23]=[C:18]([Br:17])[CH:19]=2)[CH2:9]1)[C:2]1[CH:7]=[CH:6][CH:5]=[CH:4][CH:3]=1. (5) Given the reactants [F:1][C:2]1[CH:7]=[CH:6][C:5]([F:8])=[CH:4][C:3]=1[CH:9]([S:20]([C:23]1[CH:28]=[CH:27][C:26]([F:29])=[CH:25][CH:24]=1)(=[O:22])=[O:21])[C:10]1[C:11]([CH3:19])=[CH:12][C:13]([C:16](O)=[O:17])=[N:14][CH:15]=1.Cl.[NH2:31][C@H:32]1[CH2:37][CH2:36][C@H:35]([OH:38])[CH2:34][CH2:33]1.ON1C2C=CC=CC=2N=N1.Cl.C(N=C=NCCCN(C)C)C.CN1CCOCC1, predict the reaction product. The product is: [F:1][C:2]1[CH:7]=[CH:6][C:5]([F:8])=[CH:4][C:3]=1[CH:9]([S:20]([C:23]1[CH:28]=[CH:27][C:26]([F:29])=[CH:25][CH:24]=1)(=[O:22])=[O:21])[C:10]1[C:11]([CH3:19])=[CH:12][C:13]([C:16]([NH:31][C@H:32]2[CH2:37][CH2:36][C@H:35]([OH:38])[CH2:34][CH2:33]2)=[O:17])=[N:14][CH:15]=1.